Dataset: Full USPTO retrosynthesis dataset with 1.9M reactions from patents (1976-2016). Task: Predict the reactants needed to synthesize the given product. (1) Given the product [C:1](#[N:41])[CH2:2][CH2:3]/[CH:4]=[CH:5]\[CH2:6][CH2:7]/[CH:10]=[CH:12]\[CH2:13][CH3:14], predict the reactants needed to synthesize it. The reactants are: [CH:1](=O)[CH2:2][CH2:3]/[CH:4]=[CH:5]\[CH2:6][CH3:7].[Br-].[C:10]([CH2:12][CH2:13][CH2:14][P+](C1C=CC=CC=1)(C1C=CC=CC=1)C1C=CC=CC=1)#N.C(=O)([O-])[O-].[K+].[K+].C[N:41](C=O)C. (2) The reactants are: [C:1]([C:3]1[C:4]([O:39][CH3:40])=[C:5]([CH2:13][N:14]([CH3:38])[C:15](=[O:37])[CH:16]([N:24]([CH:31]2[CH2:35][CH2:34][N:33]([CH3:36])[CH2:32]2)C(=O)C(F)(F)F)[C:17]2[CH:22]=[CH:21][C:20]([F:23])=[CH:19][CH:18]=2)[C:6]2[C:11]([CH:12]=1)=[CH:10][CH:9]=[CH:8][CH:7]=2)#[N:2].C([O-])([O-])=O.[K+].[K+]. Given the product [C:1]([C:3]1[C:4]([O:39][CH3:40])=[C:5]([CH2:13][N:14]([CH3:38])[C:15](=[O:37])[CH:16]([C:17]2[CH:18]=[CH:19][C:20]([F:23])=[CH:21][CH:22]=2)[NH:24][CH:31]2[CH2:35][CH2:34][N:33]([CH3:36])[CH2:32]2)[C:6]2[C:11]([CH:12]=1)=[CH:10][CH:9]=[CH:8][CH:7]=2)#[N:2], predict the reactants needed to synthesize it. (3) Given the product [NH2:23][C:19]1([CH3:22])[CH2:18][CH2:17][N:16]([CH2:15][C@H:13]2[N:5]3[C:4]4[N:3]([C:2](=[O:1])[CH:11]=[CH:10][C:9]=4[CH:8]=[CH:7][C:6]3=[O:12])[CH2:14]2)[CH2:21][CH2:20]1, predict the reactants needed to synthesize it. The reactants are: [O:1]=[C:2]1[CH:11]=[CH:10][C:9]2[CH:8]=[CH:7][C:6](=[O:12])[N:5]3[C@H:13]([CH2:15][N:16]4[CH2:21][CH2:20][C:19]([NH:23]C(=O)C(F)(F)F)([CH3:22])[CH2:18][CH2:17]4)[CH2:14][N:3]1[C:4]=23.C(=O)([O-])[O-].[K+].[K+]. (4) Given the product [NH2:21][C:19]12[CH2:18][CH:17]3[CH2:32][C:13]([C:10]4[CH:11]=[CH:12][C:7]([N:3]5[CH2:4][CH2:5][CH2:6][C:2]5=[O:1])=[CH:8][CH:9]=4)([CH2:14][CH:15]1[CH2:16]3)[CH2:20]2, predict the reactants needed to synthesize it. The reactants are: [O:1]=[C:2]1[CH2:6][CH2:5][CH2:4][N:3]1[C:7]1[CH:12]=[CH:11][C:10]([C:13]23[CH2:32][CH:17]4[CH2:18][C:19]([NH:21]C(=O)OCC5C=CC=CC=5)([CH2:20]2)[CH:15]([CH2:16]4)[CH2:14]3)=[CH:9][CH:8]=1. (5) Given the product [CH3:14][O:13][C:11]([N:5]1[CH2:6][CH2:7][C:8](=[O:9])[CH:3]([CH3:2])[CH2:4]1)=[O:12], predict the reactants needed to synthesize it. The reactants are: Cl.[CH3:2][CH:3]1[C:8](=[O:9])[CH2:7][CH2:6][NH:5][CH2:4]1.Cl[C:11]([O:13][CH3:14])=[O:12]. (6) Given the product [Cl:1][C:2]1[CH:24]=[CH:23][C:5]2[NH:6][C:7]([S:9][C:10]3[C:15]4[NH:16][C:17](=[O:19])[NH:18][C:14]=4[CH:13]=[C:12]([C:20]([O:22][CH3:25])=[O:21])[CH:11]=3)=[N:8][C:4]=2[CH:3]=1, predict the reactants needed to synthesize it. The reactants are: [Cl:1][C:2]1[CH:24]=[CH:23][C:5]2[NH:6][C:7]([S:9][C:10]3[C:15]4[NH:16][C:17](=[O:19])[NH:18][C:14]=4[CH:13]=[C:12]([C:20]([OH:22])=[O:21])[CH:11]=3)=[N:8][C:4]=2[CH:3]=1.[CH3:25]O.